This data is from Catalyst prediction with 721,799 reactions and 888 catalyst types from USPTO. The task is: Predict which catalyst facilitates the given reaction. (1) The catalyst class is: 43. Reactant: [F:1][C:2]([F:17])([F:16])[C:3]1[C:8]([C:9]([F:12])([F:11])[F:10])=[CH:7][CH:6]=[CH:5][C:4]=1[N+:13]([O-])=O. Product: [F:1][C:2]([F:16])([F:17])[C:3]1[C:8]([C:9]([F:10])([F:12])[F:11])=[CH:7][CH:6]=[CH:5][C:4]=1[NH2:13]. (2) Reactant: [C:1]([O:5][C:6]([C:8]1[CH:13]=[CH:12][C:11]([C:14]([OH:24])([C:18]2[CH:23]=[CH:22][CH:21]=[CH:20][CH:19]=2)[C:15](O)=[O:16])=[CH:10][CH:9]=1)=[O:7])([CH3:4])([CH3:3])[CH3:2].[C:25]([O:29][C:30]([NH:32][CH2:33][C:34]1[CH:48]=[CH:47][C:46]([Cl:49])=[CH:45][C:35]=1[CH2:36][NH:37][C:38](=[O:44])[C@@H:39]1[CH2:43][CH2:42][CH2:41][NH:40]1)=[O:31])([CH3:28])([CH3:27])[CH3:26].C1C=C2N=NN(O)C2=CC=1.O.C(Cl)CCl.C(N(C(C)C)CC)(C)C. Product: [C:1]([O:5][C:6]([C:8]1[CH:13]=[CH:12][C:11]([C:14]([OH:24])([C:18]2[CH:19]=[CH:20][CH:21]=[CH:22][CH:23]=2)[C:15]([N:40]2[CH2:41][CH2:42][CH2:43][C@H:39]2[C:38]([NH:37][CH2:36][C:35]2[CH:45]=[C:46]([Cl:49])[CH:47]=[CH:48][C:34]=2[CH2:33][NH:32][C:30]([O:29][C:25]([CH3:28])([CH3:26])[CH3:27])=[O:31])=[O:44])=[O:16])=[CH:10][CH:9]=1)=[O:7])([CH3:4])([CH3:2])[CH3:3]. The catalyst class is: 3. (3) Product: [ClH:1].[CH3:12][C:8]1[CH:9]=[CH:10][C:11]2[C:2]([NH:26][C:23]3[CH:24]=[CH:25][C:19]4[S:18][C:17]([CH3:16])=[N:21][C:20]=4[CH:22]=3)=[N:3][CH:4]=[CH:5][C:6]=2[C:7]=1[NH2:13]. The catalyst class is: 32. Reactant: [Cl:1][C:2]1[C:11]2[C:6](=[C:7]([N+:13]([O-])=O)[C:8]([CH3:12])=[CH:9][CH:10]=2)[CH:5]=[CH:4][N:3]=1.[CH3:16][C:17]1[S:18][C:19]2[CH:25]=[CH:24][C:23]([NH2:26])=[CH:22][C:20]=2[N:21]=1.C(O)(C(F)(F)F)=O. (4) Reactant: [C:1]1([C:7]2([C:12]3[CH:13]=[C:14]([CH2:17][O:18][Si](C(C)C)(C(C)C)C(C)C)[S:15][CH:16]=3)[CH2:11][CH2:10][CH2:9][O:8]2)[CH2:6][CH2:5][CH2:4][CH2:3][CH:2]=1. Product: [C:1]1([C:7]2([C:12]3[CH:13]=[C:14]([CH2:17][OH:18])[S:15][CH:16]=3)[CH2:11][CH2:10][CH2:9][O:8]2)[CH2:6][CH2:5][CH2:4][CH2:3][CH:2]=1. The catalyst class is: 1.